From a dataset of NCI-60 drug combinations with 297,098 pairs across 59 cell lines. Regression. Given two drug SMILES strings and cell line genomic features, predict the synergy score measuring deviation from expected non-interaction effect. (1) Drug 1: CCC1=CC2CC(C3=C(CN(C2)C1)C4=CC=CC=C4N3)(C5=C(C=C6C(=C5)C78CCN9C7C(C=CC9)(C(C(C8N6C)(C(=O)OC)O)OC(=O)C)CC)OC)C(=O)OC.C(C(C(=O)O)O)(C(=O)O)O. Drug 2: C1=CC(=C2C(=C1NCCNCCO)C(=O)C3=C(C=CC(=C3C2=O)O)O)NCCNCCO. Cell line: HCT116. Synergy scores: CSS=65.9, Synergy_ZIP=3.64, Synergy_Bliss=0.442, Synergy_Loewe=0.458, Synergy_HSA=4.45. (2) Drug 1: CC1CCC2CC(C(=CC=CC=CC(CC(C(=O)C(C(C(=CC(C(=O)CC(OC(=O)C3CCCCN3C(=O)C(=O)C1(O2)O)C(C)CC4CCC(C(C4)OC)OCCO)C)C)O)OC)C)C)C)OC. Drug 2: CC(C)(C#N)C1=CC(=CC(=C1)CN2C=NC=N2)C(C)(C)C#N. Cell line: CAKI-1. Synergy scores: CSS=-2.47, Synergy_ZIP=2.57, Synergy_Bliss=2.65, Synergy_Loewe=-0.120, Synergy_HSA=-0.111.